The task is: Predict the reactants needed to synthesize the given product.. This data is from Full USPTO retrosynthesis dataset with 1.9M reactions from patents (1976-2016). (1) Given the product [NH2:6][C@@H:7]([CH2:11][NH:12][C:13]([O:15][C:16]([CH3:19])([CH3:18])[CH3:17])=[O:14])[C:8]([O:10][CH2:28][CH3:29])=[O:9], predict the reactants needed to synthesize it. The reactants are: S(Cl)(Cl)=O.Cl.[NH2:6][C@@H:7]([CH2:11][NH2:12])[C:8]([OH:10])=[O:9].[C:13](O[C:13]([O:15][C:16]([CH3:19])([CH3:18])[CH3:17])=[O:14])([O:15][C:16]([CH3:19])([CH3:18])[CH3:17])=[O:14].[CH2:28](N(CC)CC)[CH3:29]. (2) Given the product [Cl:8][C:6]1[CH:5]=[C:4]([CH2:9][C:10](=[O:12])[CH2:17][C:16]([O:15][CH3:14])=[O:21])[CH:3]=[C:2]([Cl:1])[CH:7]=1, predict the reactants needed to synthesize it. The reactants are: [Cl:1][C:2]1[CH:3]=[C:4]([CH2:9][C:10]([OH:12])=O)[CH:5]=[C:6]([Cl:8])[CH:7]=1.[K+].[CH3:14][O:15][C:16](=[O:21])[CH2:17]C([O-])=O. (3) Given the product [C:1]([O:5][C:6](=[O:30])[CH2:7][CH3:31])([CH3:4])([CH3:3])[CH3:2], predict the reactants needed to synthesize it. The reactants are: [C:1]([O:5][C:6](=[O:30])[CH2:7]O[C@H]1CC[C@H](N(C)S(C2C=CC(C(F)(F)F)=CC=2)(=O)=O)CC1)([CH3:4])([CH3:3])[CH3:2].[CH3:31][Si]([N-][Si](C)(C)C)(C)C.[Li+].IC.